Dataset: Forward reaction prediction with 1.9M reactions from USPTO patents (1976-2016). Task: Predict the product of the given reaction. (1) Given the reactants [OH-].[Na+].[CH2:3]([O:7][C:8]1[CH:13]=[CH:12][C:11]([S:14]([CH2:17][NH:18][CH2:19][C:20]([N:29]2[CH2:34][CH2:33][N:32]([S:35]([CH3:38])(=[O:37])=[O:36])[CH2:31][CH2:30]2)(C(OC)=O)[C:21]([O:23]C)=[O:22])(=[O:16])=[O:15])=[CH:10][CH:9]=1)[C:4]#[C:5][CH3:6].Cl, predict the reaction product. The product is: [CH2:3]([O:7][C:8]1[CH:13]=[CH:12][C:11]([S:14]([CH2:17][NH:18][CH2:19][CH:20]([N:29]2[CH2:30][CH2:31][N:32]([S:35]([CH3:38])(=[O:36])=[O:37])[CH2:33][CH2:34]2)[C:21]([OH:23])=[O:22])(=[O:15])=[O:16])=[CH:10][CH:9]=1)[C:4]#[C:5][CH3:6]. (2) Given the reactants [CH3:1][C:2]([CH3:28])([CH3:27])[C@H:3]([NH:8][C:9]([C:11]1[N:12]=[C:13]([C:21]2[CH:26]=[CH:25][CH:24]=[CH:23][CH:22]=2)[N:14]2[CH2:19][CH2:18][N:17]([CH3:20])[CH2:16][C:15]=12)=[O:10])[C:4]([NH:6][CH3:7])=[O:5].[CH3:29][I:30], predict the reaction product. The product is: [I-:30].[CH3:1][C:2]([CH3:28])([CH3:27])[C@H:3]([NH:8][C:9]([C:11]1[N:12]=[C:13]([C:21]2[CH:22]=[CH:23][CH:24]=[CH:25][CH:26]=2)[N:14]2[CH2:19][CH2:18][N+:17]([CH3:29])([CH3:20])[CH2:16][C:15]=12)=[O:10])[C:4]([NH:6][CH3:7])=[O:5].